This data is from Forward reaction prediction with 1.9M reactions from USPTO patents (1976-2016). The task is: Predict the product of the given reaction. (1) Given the reactants Cl.Cl.[Cl:3][C:4]1[C:5]([CH2:10][NH2:11])=[N:6][CH:7]=[CH:8][N:9]=1.Cl.CN(C)CCCN=C=NCC.C(N(C(C)C)CC)(C)C.[CH:33](O)=[O:34], predict the reaction product. The product is: [Cl:3][C:4]1[C:5]([CH2:10][NH:11][CH:33]=[O:34])=[N:6][CH:7]=[CH:8][N:9]=1. (2) Given the reactants [CH3:1][C:2]1[O:3][C:4]2[CH:10]=[C:9]([OH:11])[CH:8]=[CH:7][C:5]=2[N:6]=1.CCN(CC)CC.[C:19](Cl)(=[O:21])[CH3:20], predict the reaction product. The product is: [C:19]([O:11][C:9]1[CH:8]=[CH:7][C:5]2[N:6]=[C:2]([CH3:1])[O:3][C:4]=2[CH:10]=1)(=[O:21])[CH3:20]. (3) Given the reactants [N+:1]([C:4]1[CH:9]=[CH:8][C:7]([S:10]([C:13]2[CH:14]=[CH:15][C:16]3[O:25][C:24]4[CH2:23][CH2:22][N:21]([C:26]([O:28][C:29]([CH3:32])([CH3:31])[CH3:30])=[O:27])[CH2:20][C:19]=4[C:17]=3[CH:18]=2)(=[O:12])=[O:11])=[CH:6][CH:5]=1)([O-])=O.[Cl-].[NH4+], predict the reaction product. The product is: [NH2:1][C:4]1[CH:9]=[CH:8][C:7]([S:10]([C:13]2[CH:14]=[CH:15][C:16]3[O:25][C:24]4[CH2:23][CH2:22][N:21]([C:26]([O:28][C:29]([CH3:32])([CH3:31])[CH3:30])=[O:27])[CH2:20][C:19]=4[C:17]=3[CH:18]=2)(=[O:11])=[O:12])=[CH:6][CH:5]=1. (4) Given the reactants C(N(C(C)C)CC)(C)C.[Li].[Cl:11][C:12]1[C:13]2[CH:20]=[CH:19][S:18][C:14]=2[N:15]=[CH:16][N:17]=1.[CH2:21]([O:28][C:29]([N:31]1[CH2:36][CH2:35][CH:34]([N:37]=[C:38]=[O:39])[CH2:33][CH2:32]1)=[O:30])[C:22]1[CH:27]=[CH:26][CH:25]=[CH:24][CH:23]=1, predict the reaction product. The product is: [Cl:11][C:12]1[C:13]2[CH:20]=[C:19]([C:38]([NH:37][CH:34]3[CH2:35][CH2:36][N:31]([C:29]([O:28][CH2:21][C:22]4[CH:27]=[CH:26][CH:25]=[CH:24][CH:23]=4)=[O:30])[CH2:32][CH2:33]3)=[O:39])[S:18][C:14]=2[N:15]=[CH:16][N:17]=1. (5) Given the reactants [CH2:1]([N:8]1[C@@H:13]2[C@H:14]([S:16]([C:19]3[CH:24]=[CH:23][CH:22]=[CH:21][CH:20]=3)(=[O:18])=[O:17])[CH2:15][C@@:9]1([C:26]1[CH:31]=[CH:30][CH:29]=[CH:28][CH:27]=1)[C@H:10]([OH:25])[CH2:11][CH2:12]2)[C:2]1[CH:7]=[CH:6][CH:5]=[CH:4][CH:3]=1.C(N(CC)CC)C.[F:39][C:40]([F:55])([F:54])[C:41]1[CH:42]=[C:43]([CH:47]=[C:48]([C:50]([F:53])([F:52])[F:51])[CH:49]=1)[C:44](Cl)=[O:45].C([O-])(O)=O.[Na+], predict the reaction product. The product is: [CH2:1]([N:8]1[C@@H:13]2[C@H:14]([S:16]([C:19]3[CH:20]=[CH:21][CH:22]=[CH:23][CH:24]=3)(=[O:17])=[O:18])[CH2:15][C@@:9]1([C:26]1[CH:31]=[CH:30][CH:29]=[CH:28][CH:27]=1)[C@H:10]([O:25][C:44](=[O:45])[C:43]1[CH:47]=[C:48]([C:50]([F:51])([F:52])[F:53])[CH:49]=[C:41]([C:40]([F:39])([F:54])[F:55])[CH:42]=1)[CH2:11][CH2:12]2)[C:2]1[CH:7]=[CH:6][CH:5]=[CH:4][CH:3]=1. (6) Given the reactants [CH2:1]([CH2:3][NH2:4])[OH:2].[C:5]([O-:24])(=[O:23])[CH2:6][CH2:7][CH2:8][CH2:9][CH2:10][CH2:11][CH2:12][CH2:13][CH2:14][CH2:15][CH2:16][CH2:17][CH2:18][CH2:19][CH2:20][CH2:21][CH3:22].[Na+:25].[C:26](=[O:29])([O-:28])[O-:27].[K+:30].[K+], predict the reaction product. The product is: [CH2:1]([CH2:3][NH2:4])[OH:2].[C:5]([O-:24])(=[O:23])[CH2:6][CH2:7][CH2:8][CH2:9][CH2:10][CH2:11][CH2:12][CH2:13][CH2:14][CH2:15][CH2:16][CH2:17][CH2:18][CH2:19][CH2:20][CH2:21][CH3:22].[Na+:25].[C:26](=[O:27])([O-:29])[O-:28].[K+:30].[K+:30]. (7) The product is: [Br:7][C:8]1[CH:9]=[C:10](/[CH:13]=[CH:16]/[C:17]([OH:19])=[O:18])[S:11][CH:12]=1. Given the reactants N1CCCCC1.[Br:7][C:8]1[CH:9]=[C:10]([CH:13]=O)[S:11][CH:12]=1.C(O)(=O)[CH2:16][C:17]([OH:19])=[O:18], predict the reaction product. (8) Given the reactants Cl[C:2]1[N:7]=[CH:6][C:5]([B:8]([OH:10])[OH:9])=[CH:4][N:3]=1.[NH:11]1[CH2:16][CH2:15][NH:14][CH2:13][C:12]1=[O:17], predict the reaction product. The product is: [O:17]=[C:12]1[NH:11][CH2:16][CH2:15][N:14]([C:2]2[N:7]=[CH:6][C:5]([B:8]([OH:10])[OH:9])=[CH:4][N:3]=2)[CH2:13]1. (9) Given the reactants [CH:1]1([C:7]2[CH:12]=[CH:11][C:10]([OH:13])=[CH:9][CH:8]=2)[CH2:6][CH2:5][CH2:4][CH2:3][CH2:2]1.C([O-])([O-])=O.[Cs+].[Cs+].Br[CH:21]([CH3:27])[C:22]([O:24][CH2:25][CH3:26])=[O:23], predict the reaction product. The product is: [CH2:25]([O:24][C:22](=[O:23])[CH:21]([O:13][C:10]1[CH:9]=[CH:8][C:7]([CH:1]2[CH2:2][CH2:3][CH2:4][CH2:5][CH2:6]2)=[CH:12][CH:11]=1)[CH3:27])[CH3:26].